This data is from M1 muscarinic receptor antagonist screen with 61,756 compounds. The task is: Binary Classification. Given a drug SMILES string, predict its activity (active/inactive) in a high-throughput screening assay against a specified biological target. (1) The compound is Clc1cc(CNC(=O)c2nccnc2)ccc1. The result is 0 (inactive). (2) The drug is O=c1[nH]c2c(cc1CNC1CCCCC1)cc(OC)cc2. The result is 0 (inactive). (3) The compound is S(\C(Nc1ccccc1)=C1\C(=O)COC1=O)C. The result is 0 (inactive). (4) The molecule is O(c1c(c(ncc1C)CS(=O)c1[nH]c2c(n1)ccc(OC)c2)C)C. The result is 0 (inactive). (5) The molecule is s1c2c(CCCC2)c2c1nc(SCc1oc(cc1)C(OC)=O)n(c2=O)CC. The result is 0 (inactive). (6) The drug is S(c1ncnc2c3c(oc12)cccc3)CC(=O)c1sccc1. The result is 0 (inactive). (7) The molecule is O=c1n(c(=O)n(c2nc(n(c12)CCc1ccccc1)NCc1occc1)C)C. The result is 0 (inactive).